From a dataset of Reaction yield outcomes from USPTO patents with 853,638 reactions. Predict the reaction yield, written as a fraction of the theoretical maximum amount of product (1.0 means a 100% yield; for example, 0.34 means a 34% yield). The reactants are [NH2:1][C:2]1[C:3]([C:16]([NH2:18])=[O:17])=[N:4][C:5]([C:8]2[CH:13]=[C:12](Br)[CH:11]=[CH:10][C:9]=2[F:15])=[N:6][CH:7]=1.[C:19]([C@:21]1([OH:28])[CH2:25][CH2:24][N:23]([CH3:26])[C:22]1=[O:27])#[CH:20]. No catalyst specified. The product is [NH2:1][C:2]1[C:3]([C:16]([NH2:18])=[O:17])=[N:4][C:5]([C:8]2[CH:13]=[C:12]([C:20]#[C:19][C@:21]3([OH:28])[CH2:25][CH2:24][N:23]([CH3:26])[C:22]3=[O:27])[CH:11]=[CH:10][C:9]=2[F:15])=[N:6][CH:7]=1. The yield is 0.380.